Dataset: Full USPTO retrosynthesis dataset with 1.9M reactions from patents (1976-2016). Task: Predict the reactants needed to synthesize the given product. (1) Given the product [Cl:8][C:9]1[CH:10]=[CH:11][C:12]([NH:29][C:30]2[C:38]3[C:33](=[CH:34][N:35]=[CH:36][CH:37]=3)[O:32][C:31]=2[C:39]2[N:40]=[CH:41][CH:42]=[CH:43][N:44]=2)=[C:13]2[C:17]=1[NH:16][N:15]=[C:14]2[CH2:25][CH2:26][CH2:27][OH:28], predict the reactants needed to synthesize it. The reactants are: C(O)(C(F)(F)F)=O.[Cl:8][C:9]1[CH:10]=[CH:11][C:12]([NH:29][C:30]2[C:38]3[C:33](=[CH:34][N:35]=[CH:36][CH:37]=3)[O:32][C:31]=2[C:39]2[N:44]=[CH:43][CH:42]=[CH:41][N:40]=2)=[C:13]2[C:17]=1[N:16](C(OC(C)(C)C)=O)[N:15]=[C:14]2[CH2:25][CH2:26][CH2:27][OH:28]. (2) Given the product [F:36][C:2]([F:1])([F:35])[C:3]1[CH:4]=[C:5]([CH:28]=[C:29]([C:31]([F:32])([F:33])[F:34])[CH:30]=1)[C:6]([N:8]1[CH2:9][CH2:10][C:11]2([O:16][C:15](=[O:17])[N:14]([CH2:45][CH:46]([F:48])[F:47])[CH2:13][CH:12]2[C:18]2[CH:23]=[CH:22][C:21]([F:24])=[C:20]([F:25])[CH:19]=2)[CH2:26][CH2:27]1)=[O:7], predict the reactants needed to synthesize it. The reactants are: [F:1][C:2]([F:36])([F:35])[C:3]1[CH:4]=[C:5]([CH:28]=[C:29]([C:31]([F:34])([F:33])[F:32])[CH:30]=1)[C:6]([N:8]1[CH2:27][CH2:26][C:11]2([O:16][C:15](=[O:17])[NH:14][CH2:13][CH:12]2[C:18]2[CH:23]=[CH:22][C:21]([F:24])=[C:20]([F:25])[CH:19]=2)[CH2:10][CH2:9]1)=[O:7].CN(C)C=O.[H-].[Na+].Br[CH2:45][CH:46]([F:48])[F:47]. (3) Given the product [NH2:7][C:8]1[CH:13]=[CH:12][C:11]([C:14]2[CH:15]=[C:16]3[C:22]([C:23]4[CH:28]=[CH:27][CH:26]=[CH:25][C:24]=4[O:29][C:30]([F:33])([F:32])[F:31])=[N:21][NH:20][C:17]3=[N:18][CH:19]=2)=[CH:10][C:9]=1[C:42]([N:44]1[CH2:48][CH2:47][CH:46]([N:49]([CH3:51])[CH3:50])[CH2:45]1)=[O:43], predict the reactants needed to synthesize it. The reactants are: C(OC(=O)[NH:7][C:8]1[CH:13]=[CH:12][C:11]([C:14]2[CH:15]=[C:16]3[C:22]([C:23]4[CH:28]=[CH:27][CH:26]=[CH:25][C:24]=4[O:29][C:30]([F:33])([F:32])[F:31])=[N:21][N:20](COCC[Si](C)(C)C)[C:17]3=[N:18][CH:19]=2)=[CH:10][C:9]=1[C:42]([N:44]1[CH2:48][CH2:47][CH:46]([N:49]([CH3:51])[CH3:50])[CH2:45]1)=[O:43])(C)(C)C. (4) Given the product [CH3:1][C:22]([CH3:23])([OH:21])[CH2:9][CH2:10][CH2:11][C:12]1[CH:17]=[CH:16][CH:15]=[CH:14][CH:13]=1, predict the reactants needed to synthesize it. The reactants are: [CH3:1][Mg]Cl.N#N.COC(=O)[CH2:9][CH2:10][CH2:11][C:12]1[CH:17]=[CH:16][CH:15]=[CH:14][CH:13]=1.CC[O:21][CH2:22][CH3:23]. (5) Given the product [Br:1][C:2]1[CH:3]=[N:4][C:5]2[C:10]([N:11]=1)=[C:9]([C:12]([NH:43][CH2:44][C:45]([O:47][CH2:48][CH3:49])=[O:46])=[O:13])[C:8]([OH:15])=[C:7]([C:16]1[CH:21]=[CH:20][CH:19]=[C:18]([F:22])[CH:17]=1)[CH:6]=2, predict the reactants needed to synthesize it. The reactants are: [Br:1][C:2]1[CH:3]=[N:4][C:5]2[CH:6]=[C:7]([C:16]3[CH:21]=[CH:20][CH:19]=[C:18]([F:22])[CH:17]=3)[C:8]([OH:15])=[C:9]([C:12](O)=[O:13])[C:10]=2[N:11]=1.Cl.CN(C)CCCN=C=NCC.C(N(CC)CC)C.Cl.[NH2:43][CH2:44][C:45]([O:47][CH2:48][CH3:49])=[O:46]. (6) Given the product [OH:9][CH2:8][N:3]1[C:2]([CH3:1])=[CH:6][C:5]([CH3:7])=[N:4]1, predict the reactants needed to synthesize it. The reactants are: [CH3:1][C:2]1[CH:6]=[C:5]([CH3:7])[NH:4][N:3]=1.[CH2:8]=[O:9].